The task is: Regression. Given a peptide amino acid sequence and an MHC pseudo amino acid sequence, predict their binding affinity value. This is MHC class I binding data.. This data is from Peptide-MHC class I binding affinity with 185,985 pairs from IEDB/IMGT. (1) The peptide sequence is FIAEIDHWI. The MHC is HLA-A26:01 with pseudo-sequence HLA-A26:01. The binding affinity (normalized) is 0.565. (2) The peptide sequence is GFKNGSRHSH. The MHC is HLA-A31:01 with pseudo-sequence HLA-A31:01. The binding affinity (normalized) is 0.373. (3) The peptide sequence is TRAENRTY. The MHC is Mamu-B17 with pseudo-sequence Mamu-B17. The binding affinity (normalized) is 0. (4) The peptide sequence is AVINTTCNYGQ. The MHC is HLA-A23:01 with pseudo-sequence HLA-A23:01. The binding affinity (normalized) is 0. (5) The peptide sequence is WASGVPAAT. The MHC is HLA-A29:02 with pseudo-sequence HLA-A29:02. The binding affinity (normalized) is 0.0847. (6) The peptide sequence is AMDSNTLEL. The MHC is HLA-A02:03 with pseudo-sequence HLA-A02:03. The binding affinity (normalized) is 0.421.